This data is from Full USPTO retrosynthesis dataset with 1.9M reactions from patents (1976-2016). The task is: Predict the reactants needed to synthesize the given product. (1) The reactants are: C(OC(=O)[NH:7][C:8]1[CH:13]=[C:12]([CH3:14])[C:11]([C:15]([F:18])([F:17])[F:16])=[CH:10][C:9]=1[NH:19][C:20](=[O:45])[CH2:21][C:22]([C:24]1[CH:29]=[CH:28][CH:27]=[C:26]([C:30]2[CH:35]=[C:34]([CH2:36][O:37]C3CCCCO3)[N:33]=[C:32]([CH3:44])[CH:31]=2)[CH:25]=1)=O)(C)(C)C.C(O)(C(F)(F)F)=O. Given the product [OH:37][CH2:36][C:34]1[CH:35]=[C:30]([C:26]2[CH:25]=[C:24]([C:22]3[CH2:21][C:20](=[O:45])[NH:19][C:9]4[CH:10]=[C:11]([C:15]([F:17])([F:16])[F:18])[C:12]([CH3:14])=[CH:13][C:8]=4[N:7]=3)[CH:29]=[CH:28][CH:27]=2)[CH:31]=[C:32]([CH3:44])[N:33]=1, predict the reactants needed to synthesize it. (2) Given the product [NH3:1].[CH3:14][O:13][C:10]1[CH:11]=[CH:12][C:7]([CH2:6][NH:1][CH2:2][C@@H:3]([OH:5])[CH3:4])=[CH:8][CH:9]=1, predict the reactants needed to synthesize it. The reactants are: [NH2:1][CH2:2][C@@H:3]([OH:5])[CH3:4].[CH:6](=O)[C:7]1[CH:12]=[CH:11][C:10]([O:13][CH3:14])=[CH:9][CH:8]=1.C(O)(=O)C.C(O[BH-](OC(=O)C)OC(=O)C)(=O)C.[Na+]. (3) Given the product [F:26][C:27]1[CH:33]=[CH:32][C:30]([NH:31][C:2]2[C:11]3=[N:12][NH:13][CH:14]=[C:10]3[C:9]3[CH:8]=[C:7]([O:24][CH3:25])[CH:6]=[CH:5][C:4]=3[N:3]=2)=[CH:29][CH:28]=1, predict the reactants needed to synthesize it. The reactants are: Cl[C:2]1[C:11]2=[N:12][N:13](CC3C=CC(OC)=CC=3)[CH:14]=[C:10]2[C:9]2[CH:8]=[C:7]([O:24][CH3:25])[CH:6]=[CH:5][C:4]=2[N:3]=1.[F:26][C:27]1[CH:33]=[CH:32][C:30]([NH2:31])=[CH:29][CH:28]=1.Cl. (4) Given the product [F:3][C:4]1[CH:5]=[CH:6][C:7]([CH2:8][CH2:9][O:10][CH2:11][CH2:12][O:13][C:14]2[CH:19]=[CH:18][C:17]([O:20][CH2:25][CH:27]3[CH2:28][O:29]3)=[CH:16][CH:15]=2)=[CH:21][CH:22]=1, predict the reactants needed to synthesize it. The reactants are: [H-].[Na+].[F:3][C:4]1[CH:22]=[CH:21][C:7]([CH2:8][CH2:9][O:10][CH2:11][CH2:12][O:13][C:14]2[CH:19]=[CH:18][C:17]([OH:20])=[CH:16][CH:15]=2)=[CH:6][CH:5]=1.[H][H].[CH2:25]([CH:27]1[O:29][CH2:28]1)Cl. (5) Given the product [F:52][C:2]1[CH:3]=[C:4]([C:24]([F:27])([F:26])[F:25])[N:5]2[CH2:22][CH2:21][N:20]([CH3:23])[C:7]3([CH2:12][CH2:11][N:10]([C:13]([O:15][C:16]([CH3:19])([CH3:18])[CH3:17])=[O:14])[CH2:9][CH2:8]3)[C:6]=12, predict the reactants needed to synthesize it. The reactants are: Br[C:2]1[CH:3]=[C:4]([C:24]([F:27])([F:26])[F:25])[N:5]2[CH2:22][CH2:21][N:20]([CH3:23])[C:7]3([CH2:12][CH2:11][N:10]([C:13]([O:15][C:16]([CH3:19])([CH3:18])[CH3:17])=[O:14])[CH2:9][CH2:8]3)[C:6]=12.[Li]CCCC.C1(S(N([F:52])S(C2C=CC=CC=2)(=O)=O)(=O)=O)C=CC=CC=1.